Dataset: Reaction yield outcomes from USPTO patents with 853,638 reactions. Task: Predict the reaction yield, written as a fraction of the theoretical maximum amount of product (1.0 means a 100% yield; for example, 0.34 means a 34% yield). (1) The reactants are C[O:2][C:3]([C:5]1[CH:6]=[C:7]([NH:11][C:12]2[N:17]=[C:16]([NH:18][C:19]3[CH:24]=[CH:23][CH:22]=[C:21]([C:25]([O:27]C)=[O:26])[CH:20]=3)[C:15]([F:29])=[CH:14][N:13]=2)[CH:8]=[CH:9][CH:10]=1)=[O:4].[OH-].[Na+]. The catalyst is C1COCC1.O.C(OCC)(=O)C. The product is [C:3]([C:5]1[CH:6]=[C:7]([NH:11][C:12]2[N:17]=[C:16]([NH:18][C:19]3[CH:24]=[CH:23][CH:22]=[C:21]([C:25]([OH:27])=[O:26])[CH:20]=3)[C:15]([F:29])=[CH:14][N:13]=2)[CH:8]=[CH:9][CH:10]=1)([OH:4])=[O:2]. The yield is 0.580. (2) The reactants are Br[C:2]1[N:3]=[CH:4][C:5]([OH:9])=[N:6][C:7]=1[Cl:8].[C:10]1([CH3:31])[CH:15]=[CH:14][CH:13]=[CH:12][C:11]=1P([C:11]1[CH:12]=[CH:13][CH:14]=[CH:15][C:10]=1[CH3:31])[C:11]1[CH:12]=[CH:13][CH:14]=[CH:15][C:10]=1[CH3:31].C(=O)([O-])[O-].[Na+].[Na+].CC1C=CC(B(O)O)=CC=1. The catalyst is COCCOC.O.C([O-])(=O)C.[Pd+2].C([O-])(=O)C. The product is [Cl:8][C:7]1[N:6]=[C:5]([OH:9])[CH:4]=[N:3][C:2]=1[C:13]1[CH:14]=[CH:15][C:10]([CH3:31])=[CH:11][CH:12]=1. The yield is 0.650. (3) The reactants are [OH:1][C:2]1[CH:7]=[CH:6][CH:5]=[CH:4][C:3]=1[C:8]1[N:12]([CH3:13])[N:11]=[C:10]([C:14]([OH:16])=O)[CH:9]=1.CCN(C(C)C)C(C)C.C1C=CC2N(O)N=NC=2C=1.CCN=C=NCCCN(C)C.Cl.Cl.[NH2:49][CH2:50][C:51]([N:53]1[CH2:58][CH2:57][CH:56]([NH:59][C:60]2[CH:65]=[CH:64][CH:63]=[CH:62][C:61]=2[Cl:66])[CH2:55][CH2:54]1)=[O:52]. The catalyst is CN(C=O)C.O. The product is [Cl:66][C:61]1[CH:62]=[CH:63][CH:64]=[CH:65][C:60]=1[NH:59][CH:56]1[CH2:55][CH2:54][N:53]([C:51](=[O:52])[CH2:50][NH:49][C:14]([C:10]2[CH:9]=[C:8]([C:3]3[CH:4]=[CH:5][CH:6]=[CH:7][C:2]=3[OH:1])[N:12]([CH3:13])[N:11]=2)=[O:16])[CH2:58][CH2:57]1. The yield is 0.410. (4) The reactants are S(O[CH2:12][CH2:13][O:14][CH2:15][CH2:16][O:17][CH2:18][CH2:19][O:20][CH2:21][CH2:22][C:23]([O:25][C:26]([CH3:29])([CH3:28])[CH3:27])=[O:24])(C1C=CC(C)=CC=1)(=O)=O.[CH3:30][NH2:31]. The catalyst is O1CCCC1. The product is [CH3:30][NH:31][CH2:12][CH2:13][O:14][CH2:15][CH2:16][O:17][CH2:18][CH2:19][O:20][CH2:21][CH2:22][C:23]([O:25][C:26]([CH3:29])([CH3:28])[CH3:27])=[O:24]. The yield is 0.870. (5) The reactants are [C:1]([C:3]1[CH:19]=[CH:18][C:6]([O:7][C:8]2[CH:9]=[CH:10][C:11]3[B:15]([OH:16])[O:14][CH2:13][C:12]=3[CH:17]=2)=[C:5]([CH2:20][NH:21]C=O)[CH:4]=1)#[N:2].[ClH:24]. The catalyst is C(O)C. The product is [ClH:24].[NH2:21][CH2:20][C:5]1[CH:4]=[C:3]([C:1]#[N:2])[CH:19]=[CH:18][C:6]=1[O:7][C:8]1[CH:9]=[CH:10][C:11]2[B:15]([OH:16])[O:14][CH2:13][C:12]=2[CH:17]=1. The yield is 0.980. (6) The reactants are [CH:1]1[C:10]2[C:5](=[CH:6][CH:7]=[CH:8][CH:9]=2)[CH:4]=[CH:3][C:2]=1[NH:11][S:12]([C:15]1[CH:16]=[C:17]([CH:21]=[CH:22][C:23]([OH:25])=O)[CH:18]=[CH:19][CH:20]=1)(=[O:14])=[O:13].[Cl:26]CCl. The catalyst is CN(C)C=O. The product is [CH:1]1[C:10]2[C:5](=[CH:6][CH:7]=[CH:8][CH:9]=2)[CH:4]=[CH:3][C:2]=1[NH:11][S:12]([C:15]1[CH:16]=[C:17]([CH:21]=[CH:22][C:23]([Cl:26])=[O:25])[CH:18]=[CH:19][CH:20]=1)(=[O:14])=[O:13]. The yield is 0.950.